Dataset: NCI-60 drug combinations with 297,098 pairs across 59 cell lines. Task: Regression. Given two drug SMILES strings and cell line genomic features, predict the synergy score measuring deviation from expected non-interaction effect. (1) Drug 1: C1=C(C(=O)NC(=O)N1)F. Drug 2: COC1=NC(=NC2=C1N=CN2C3C(C(C(O3)CO)O)O)N. Cell line: PC-3. Synergy scores: CSS=12.8, Synergy_ZIP=-6.03, Synergy_Bliss=-6.79, Synergy_Loewe=-9.28, Synergy_HSA=-6.13. (2) Cell line: TK-10. Synergy scores: CSS=30.7, Synergy_ZIP=-8.69, Synergy_Bliss=1.26, Synergy_Loewe=-2.06, Synergy_HSA=3.04. Drug 2: COC1=C2C(=CC3=C1OC=C3)C=CC(=O)O2. Drug 1: CC1OCC2C(O1)C(C(C(O2)OC3C4COC(=O)C4C(C5=CC6=C(C=C35)OCO6)C7=CC(=C(C(=C7)OC)O)OC)O)O. (3) Drug 1: CC12CCC3C(C1CCC2=O)CC(=C)C4=CC(=O)C=CC34C. Drug 2: CCCCC(=O)OCC(=O)C1(CC(C2=C(C1)C(=C3C(=C2O)C(=O)C4=C(C3=O)C=CC=C4OC)O)OC5CC(C(C(O5)C)O)NC(=O)C(F)(F)F)O. Cell line: SK-MEL-2. Synergy scores: CSS=40.3, Synergy_ZIP=1.78, Synergy_Bliss=2.28, Synergy_Loewe=2.02, Synergy_HSA=1.53. (4) Drug 1: CC12CCC3C(C1CCC2=O)CC(=C)C4=CC(=O)C=CC34C. Drug 2: CNC(=O)C1=NC=CC(=C1)OC2=CC=C(C=C2)NC(=O)NC3=CC(=C(C=C3)Cl)C(F)(F)F. Cell line: A549. Synergy scores: CSS=37.2, Synergy_ZIP=1.94, Synergy_Bliss=1.85, Synergy_Loewe=-0.528, Synergy_HSA=3.97. (5) Drug 1: CN1C2=C(C=C(C=C2)N(CCCl)CCCl)N=C1CCCC(=O)O.Cl. Cell line: MOLT-4. Drug 2: C#CCC(CC1=CN=C2C(=N1)C(=NC(=N2)N)N)C3=CC=C(C=C3)C(=O)NC(CCC(=O)O)C(=O)O. Synergy scores: CSS=-1.74, Synergy_ZIP=2.60, Synergy_Bliss=4.74, Synergy_Loewe=-0.452, Synergy_HSA=0.241. (6) Drug 1: C1CCC(C(C1)N)N.C(=O)(C(=O)[O-])[O-].[Pt+4]. Drug 2: CC1C(C(CC(O1)OC2CC(CC3=C2C(=C4C(=C3O)C(=O)C5=C(C4=O)C(=CC=C5)OC)O)(C(=O)CO)O)N)O.Cl. Cell line: KM12. Synergy scores: CSS=36.7, Synergy_ZIP=-1.32, Synergy_Bliss=-0.867, Synergy_Loewe=-5.41, Synergy_HSA=-0.904.